Dataset: Reaction yield outcomes from USPTO patents with 853,638 reactions. Task: Predict the reaction yield, written as a fraction of the theoretical maximum amount of product (1.0 means a 100% yield; for example, 0.34 means a 34% yield). (1) The reactants are B([O-])O[CH2:3][CH2:4][CH2:5][CH2:6][CH2:7][CH2:8][CH2:9][CH3:10].C=CCCCCCC.B1C2CCCC1CCC2.[OH-].[Na+].Br[C:32]1[CH:33]=[C:34]2[C:39](=[CH:40][CH:41]=1)[CH2:38][C:37](=[O:42])[CH2:36][CH2:35]2. The catalyst is C1COCC1. The product is [CH2:3]([C:32]1[CH:33]=[C:34]2[C:39](=[CH:40][CH:41]=1)[CH2:38][C:37](=[O:42])[CH2:36][CH2:35]2)[CH2:4][CH2:5][CH2:6][CH2:7][CH2:8][CH2:9][CH3:10]. The yield is 0.850. (2) The reactants are F[C:2]1[CH:3]=[C:4]([C:9]2[O:13][N:12]=[C:11]([C:14]([N:16]3[CH2:21][C@H:20]([CH2:22][CH:23]([CH3:25])[CH3:24])[NH:19][C:18](=[O:26])[C@@H:17]3[CH2:27][CH:28]([CH3:30])[CH3:29])=[O:15])[CH:10]=2)[CH:5]=[CH:6][C:7]=1F.C([C@@H]1NC[C@H](CC(C)C)N[C:36]1=[O:45])C(C)C.COC1C=CC(C2ON=C(C(O)=O)C=2)=CC=1. No catalyst specified. The product is [CH2:27]([C@@H:17]1[N:16]([C:14]([C:11]2[CH:10]=[C:9]([C:4]3[CH:5]=[CH:6][C:7]([O:45][CH3:36])=[CH:2][CH:3]=3)[O:13][N:12]=2)=[O:15])[CH2:21][C@H:20]([CH2:22][CH:23]([CH3:25])[CH3:24])[NH:19][C:18]1=[O:26])[CH:28]([CH3:30])[CH3:29]. The yield is 0.545. (3) The reactants are [F:1][C:2]1[CH:7]=[C:6]([O:8][CH3:9])[CH:5]=[CH:4][C:3]=1[C:10]1[CH:15]=[CH:14][N:13]([CH2:16][CH2:17][C@@:18]([CH3:33])([S:29]([CH3:32])(=[O:31])=[O:30])[C:19]([NH:21][O:22]C2CCCCO2)=[O:20])[C:12](=[O:34])[CH:11]=1.C1(C)C=CC(S(O)(=O)=O)=CC=1.[NH+]1C=CC=CC=1.O. The catalyst is C(O)C. The product is [F:1][C:2]1[CH:7]=[C:6]([O:8][CH3:9])[CH:5]=[CH:4][C:3]=1[C:10]1[CH:15]=[CH:14][N:13]([CH2:16][CH2:17][C@@:18]([CH3:33])([S:29]([CH3:32])(=[O:30])=[O:31])[C:19]([NH:21][OH:22])=[O:20])[C:12](=[O:34])[CH:11]=1. The yield is 0.763. (4) The reactants are [NH:1]1[CH:5]=[CH:4][C:3]([NH:6][C:7]2[C:16]3[C:11](=[CH:12][C:13]([I:17])=[CH:14][CH:15]=3)[N:10]=[C:9]([C:18]([O:20]CC)=O)[N:8]=2)=[N:2]1.[F:23][C:24]1[CH:29]=[CH:28][C:27]([Mg]Br)=[CH:26][CH:25]=1. The catalyst is C1COCC1. The product is [NH:1]1[CH:5]=[CH:4][C:3]([NH:6][C:7]2[C:16]3[C:11](=[CH:12][C:13]([I:17])=[CH:14][CH:15]=3)[N:10]=[C:9]([C:18]([C:27]3[CH:28]=[CH:29][C:24]([F:23])=[CH:25][CH:26]=3)=[O:20])[N:8]=2)=[N:2]1. The yield is 0.340. (5) The reactants are [NH2:1][CH2:2][CH2:3][O:4][CH:5]([C:16]1[CH:21]=[C:20]([F:22])[CH:19]=[C:18]([Cl:23])[CH:17]=1)[C:6]1[CH:7]=[C:8]([CH:13]=[CH:14][CH:15]=1)[C:9]([O:11][CH3:12])=[O:10].CCN(CC)CC.[C:31](Cl)(=[O:34])[O:32][CH3:33]. The catalyst is C(Cl)Cl. The product is [Cl:23][C:18]1[CH:17]=[C:16]([CH:5]([O:4][CH2:3][CH2:2][NH:1][C:31]([O:32][CH3:33])=[O:34])[C:6]2[CH:7]=[C:8]([CH:13]=[CH:14][CH:15]=2)[C:9]([O:11][CH3:12])=[O:10])[CH:21]=[C:20]([F:22])[CH:19]=1. The yield is 0.130. (6) The reactants are [Br:1][C:2]1[CH:7]=[CH:6][C:5]([C:8]2[N:9]([CH2:14][CH:15]3[CH2:19][CH2:18][N:17]([C:20]([O:22]C(C)(C)C)=O)[CH2:16]3)[C:10]([CH3:13])=[CH:11][N:12]=2)=[CH:4][CH:3]=1.CCN([CH:33]([CH3:35])[CH3:34])C(C)C.C1(C(Cl)=O)CC1. The catalyst is Cl.CO. The product is [Br:1][C:2]1[CH:7]=[CH:6][C:5]([C:8]2[N:9]([CH2:14][CH:15]3[CH2:19][CH2:18][N:17]([C:20]([CH:33]4[CH2:35][CH2:34]4)=[O:22])[CH2:16]3)[C:10]([CH3:13])=[CH:11][N:12]=2)=[CH:4][CH:3]=1. The yield is 0.900. (7) The reactants are [NH2:1][C:2]1[S:3][C:4]2[C:32](=[O:33])[CH2:31][CH2:30][CH2:29][C:5]=2[C:6]=1[C:7]([N:9]1[CH2:14][CH2:13][CH:12]([N:15]2[CH2:28][CH2:27][CH2:26][C:17]3([S:21][C:20](=[O:22])[N:19]([CH2:23][CH3:24])[C:18]3=[O:25])[CH2:16]2)[CH2:11][CH2:10]1)=[O:8].[CH2:34]([N:36]=[C:37]=[O:38])[CH3:35].C(OC(C)C)(C)C. No catalyst specified. The product is [CH2:34]([NH:36][C:37]([NH:1][C:2]1[S:3][C:4]2[C:32](=[O:33])[CH2:31][CH2:30][CH2:29][C:5]=2[C:6]=1[C:7]([N:9]1[CH2:14][CH2:13][CH:12]([N:15]2[CH2:28][CH2:27][CH2:26][C:17]3([S:21][C:20](=[O:22])[N:19]([CH2:23][CH3:24])[C:18]3=[O:25])[CH2:16]2)[CH2:11][CH2:10]1)=[O:8])=[O:38])[CH3:35]. The yield is 0.530. (8) The reactants are [Cl:1][C:2]1[CH:30]=[CH:29][C:5]([CH2:6][CH2:7][NH:8][C:9](=[O:28])[C:10]2[CH:15]=[CH:14][C:13]([O:16][C:17]3[CH:22]=[CH:21][C:20]([CH:23]=O)=[CH:19][C:18]=3[CH:25]3[CH2:27][CH2:26]3)=[CH:12][CH:11]=2)=[CH:4][CH:3]=1.[OH-].C[N+](C)(C)CC1C=CC=CC=1.[CH3:43][S:44]([CH2:46][S:47][CH3:48])=[O:45]. The catalyst is C1COCC1. The product is [Cl:1][C:2]1[CH:3]=[CH:4][C:5]([CH2:6][CH2:7][NH:8][C:9](=[O:28])[C:10]2[CH:11]=[CH:12][C:13]([O:16][C:17]3[CH:22]=[CH:21][C:20](/[CH:23]=[C:46](\[S:44]([CH3:43])=[O:45])/[S:47][CH3:48])=[CH:19][C:18]=3[CH:25]3[CH2:27][CH2:26]3)=[CH:14][CH:15]=2)=[CH:29][CH:30]=1. The yield is 0.499. (9) The reactants are [C:1]([C:3]([CH3:15])([CH3:14])[CH:4]([OH:13])[CH2:5][C:6]([O:8]C(C)(C)C)=[O:7])#[N:2].[OH-].[Na+].CO. The catalyst is C1(C)C=CC=CC=1. The product is [C:1]([C:3]([CH3:15])([CH3:14])[CH:4]([OH:13])[CH2:5][C:6]([OH:8])=[O:7])#[N:2]. The yield is 0.890.